Dataset: Forward reaction prediction with 1.9M reactions from USPTO patents (1976-2016). Task: Predict the product of the given reaction. (1) Given the reactants [NH2:1][C:2]([NH:4][C:5]1[CH:9]=[C:8](Br)[S:7][C:6]=1[C:11]([NH2:13])=[O:12])=[O:3].[S:14]1[C:18]2[CH:19]=[CH:20][CH:21]=[CH:22][C:17]=2[C:16](B(O)O)=[CH:15]1, predict the reaction product. The product is: [NH2:1][C:2]([NH:4][C:5]1[CH:9]=[C:8]([C:16]2[C:17]3[CH:22]=[CH:21][CH:20]=[CH:19][C:18]=3[S:14][CH:15]=2)[S:7][C:6]=1[C:11]([NH2:13])=[O:12])=[O:3]. (2) Given the reactants [Cl:1][C:2]1[CH:3]=[C:4]([CH2:9][CH2:10][CH2:11][C:12](=[O:21])[CH2:13][C:14](=O)[C:15]([O:17][CH2:18][CH3:19])=[O:16])[CH:5]=[CH:6][C:7]=1[Cl:8].Cl.[NH2:23]O, predict the reaction product. The product is: [Cl:1][C:2]1[CH:3]=[C:4]([CH2:9][CH2:10][CH2:11][C:12]2[O:21][N:23]=[C:14]([C:15]([O:17][CH2:18][CH3:19])=[O:16])[CH:13]=2)[CH:5]=[CH:6][C:7]=1[Cl:8]. (3) Given the reactants C(OC([N:8]1[CH2:13][CH2:12][CH:11]([C:14]2[CH:19]=[CH:18][C:17]([F:20])=[C:16]([NH:21][C:22](=[O:40])[CH2:23][CH2:24][C:25]3[CH:30]=[CH:29][C:28]([O:31][C:32]4[CH:37]=[CH:36][C:35]([F:38])=[C:34]([F:39])[CH:33]=4)=[CH:27][CH:26]=3)[CH:15]=2)[CH2:10][CH2:9]1)=O)(C)(C)C.FC(F)(F)C(O)=O, predict the reaction product. The product is: [F:39][C:34]1[CH:33]=[C:32]([CH:37]=[CH:36][C:35]=1[F:38])[O:31][C:28]1[CH:29]=[CH:30][C:25]([CH2:24][CH2:23][C:22]([NH:21][C:16]2[CH:15]=[C:14]([CH:11]3[CH2:10][CH2:9][NH:8][CH2:13][CH2:12]3)[CH:19]=[CH:18][C:17]=2[F:20])=[O:40])=[CH:26][CH:27]=1. (4) Given the reactants [CH3:1][O:2][C:3](=[O:23])[C:4]1[CH:9]=[C:8]([N+:10]([O-])=O)[C:7]([NH2:13])=[C:6]([F:14])[C:5]=1[NH:15][C:16]1[CH:21]=[CH:20][CH:19]=[CH:18][C:17]=1[Cl:22], predict the reaction product. The product is: [CH3:1][O:2][C:3](=[O:23])[C:4]1[CH:9]=[C:8]([NH2:10])[C:7]([NH2:13])=[C:6]([F:14])[C:5]=1[NH:15][C:16]1[CH:21]=[CH:20][CH:19]=[CH:18][C:17]=1[Cl:22]. (5) Given the reactants [CH:1]1([Mg]Cl)[CH2:5][CH2:4][CH2:3][CH2:2]1.Cl[C:9]1[CH:18]=[CH:17][C:12]([C:13]([O:15][CH3:16])=[O:14])=[CH:11][C:10]=1[C:19]([F:22])([F:21])[F:20], predict the reaction product. The product is: [CH:1]1([C:9]2[CH:18]=[CH:17][C:12]([C:13]([O:15][CH3:16])=[O:14])=[CH:11][C:10]=2[C:19]([F:20])([F:22])[F:21])[CH2:5][CH2:4][CH2:3][CH2:2]1. (6) Given the reactants [NH2:1][S:2]([C:5]1[CH:13]=[CH:12][C:8]([C:9]([OH:11])=O)=[CH:7][CH:6]=1)(=[O:4])=[O:3].Cl.[O:15]1[CH:19]=[C:18]([NH2:20])[CH:17]=[N:16]1, predict the reaction product. The product is: [NH2:1][S:2]([C:5]1[CH:6]=[CH:7][C:8]([C:9]([NH:20][C:18]2[CH:17]=[N:16][O:15][CH:19]=2)=[O:11])=[CH:12][CH:13]=1)(=[O:3])=[O:4]. (7) Given the reactants [CH2:1]([Li])[CH2:2]CC.C(NC(C)C)(C)C.[CH2:13]([CH:15]1[CH:20]([C:21](=[O:23])[CH3:22])[CH:19]([CH3:24])[CH:18]=[CH:17][CH2:16]1)[CH3:14].C(=O)C.Cl.[Na+].[Cl-].O.C1(C)C=CC(S(O)(=O)=O)=CC=1.C([O-])([O-])=O.[Na+].[Na+], predict the reaction product. The product is: [CH2:13]([C@@H:15]1[C@H:20]([C:21](=[O:23])/[CH:22]=[CH:1]/[CH3:2])[C@@H:19]([CH3:24])[CH:18]=[CH:17][CH2:16]1)[CH3:14]. (8) Given the reactants [CH2:1]([N:8]1[CH2:13][CH2:12][CH:11]([OH:14])[CH2:10][CH2:9]1)[C:2]1[CH:7]=[CH:6][CH:5]=[CH:4][CH:3]=1.O[C:16]1[C:17]([CH3:22])=[N:18][CH:19]=[CH:20][CH:21]=1.C1(P(C2C=CC=CC=2)C2C=CC=CC=2)C=CC=CC=1.N(C(OC(C)(C)C)=O)=NC(OC(C)(C)C)=O.FC(F)(F)C(O)=O, predict the reaction product. The product is: [NH3:8].[CH2:1]([N:8]1[CH2:13][CH2:12][CH:11]([O:14][C:16]2[C:17]([CH3:22])=[N:18][CH:19]=[CH:20][CH:21]=2)[CH2:10][CH2:9]1)[C:2]1[CH:3]=[CH:4][CH:5]=[CH:6][CH:7]=1.